From a dataset of Full USPTO retrosynthesis dataset with 1.9M reactions from patents (1976-2016). Predict the reactants needed to synthesize the given product. (1) Given the product [CH3:1][O:2][C:3]1[CH:12]=[C:11]2[C:6]([CH2:7][CH2:8][CH:9]([C:13]([OH:15])=[O:14])[CH2:10]2)=[CH:5][CH:4]=1, predict the reactants needed to synthesize it. The reactants are: [CH3:1][O:2][C:3]1[CH:12]=[C:11]2[C:6]([CH2:7][CH2:8][CH:9]([C:13]([O:15]C)=[O:14])[CH2:10]2)=[CH:5][CH:4]=1.[OH-].[Na+]. (2) Given the product [SH:4][CH2:7][CH2:8][CH2:9][CH2:10][CH2:11][CH2:12][CH2:13][CH2:14][CH2:15][CH2:16][CH2:17][CH2:18][CH2:19][CH2:20][CH2:21][CH2:22][OH:23], predict the reactants needed to synthesize it. The reactants are: [Na].C(O)(=[S:4])C.Br[CH2:7][CH2:8][CH2:9][CH2:10][CH2:11][CH2:12][CH2:13][CH2:14][CH2:15][CH2:16][CH2:17][CH2:18][CH2:19][CH2:20][CH2:21][CH2:22][OH:23].[OH-].[Na+].Cl. (3) Given the product [N:19]1([C:2]2[C:10]3[N:9]4[CH2:11][CH2:12][CH2:13][NH:14][C:15](=[O:16])[C:8]4=[CH:7][C:6]=3[CH:5]=[C:4]([C:17]#[N:18])[CH:3]=2)[CH2:24][CH2:23][O:22][CH2:21][CH2:20]1, predict the reactants needed to synthesize it. The reactants are: Br[C:2]1[C:10]2[N:9]3[CH2:11][CH2:12][CH2:13][NH:14][C:15](=[O:16])[C:8]3=[CH:7][C:6]=2[CH:5]=[C:4]([C:17]#[N:18])[CH:3]=1.[NH:19]1[CH2:24][CH2:23][O:22][CH2:21][CH2:20]1. (4) The reactants are: [Cl:1][C:2]1[CH:7]=[CH:6][C:5]([CH:8]([C:10]2[CH:15]=[CH:14][C:13]([F:16])=[CH:12][CH:11]=2)O)=[CH:4][CH:3]=1.[Cl-].[In+3].[Cl-].[Cl-].ClC1C=C(Cl)C=CC=1C([C:33]1[C:41]2[C:36](=[C:37]([CH2:43][S:44][CH3:45])[CH:38]=[C:39](F)[CH:40]=2)[NH:35][CH:34]=1)CCO.O. Given the product [Cl:1][C:2]1[CH:7]=[CH:6][C:5]([CH:8]([C:10]2[CH:15]=[CH:14][C:13]([F:16])=[CH:12][CH:11]=2)[C:33]2[C:41]3[C:36](=[C:37]([CH2:43][S:44][CH3:45])[CH:38]=[CH:39][CH:40]=3)[NH:35][CH:34]=2)=[CH:4][CH:3]=1, predict the reactants needed to synthesize it. (5) Given the product [OH:15][C:10]1[C:11]2[C:12](=[CH:16][CH:17]=[CH:18][CH:19]=2)[C:13](=[O:14])[N:8]([C:5]2[CH:6]=[CH:7][C:2]([I:1])=[CH:3][CH:4]=2)[N:9]=1, predict the reactants needed to synthesize it. The reactants are: [I:1][C:2]1[CH:7]=[CH:6][C:5]([NH:8][NH2:9])=[CH:4][CH:3]=1.[C:10]1(=O)[O:15][C:13](=[O:14])[C:12]2=[CH:16][CH:17]=[CH:18][CH:19]=[C:11]12.O. (6) Given the product [F:1][C:2]1[CH:3]=[C:4]([C:13]([NH:15][C:16]2[CH:21]=[CH:20][C:19]([CH2:22][CH:23]([CH3:29])[C:24]([OH:26])=[O:25])=[CH:18][CH:17]=2)=[O:14])[C:5]2[O:9][C:8]([CH3:10])([CH3:11])[CH2:7][C:6]=2[CH:12]=1, predict the reactants needed to synthesize it. The reactants are: [F:1][C:2]1[CH:3]=[C:4]([C:13]([NH:15][C:16]2[CH:21]=[CH:20][C:19]([CH2:22][CH:23]([CH3:29])[C:24]([O:26]CC)=[O:25])=[CH:18][CH:17]=2)=[O:14])[C:5]2[O:9][C:8]([CH3:11])([CH3:10])[CH2:7][C:6]=2[CH:12]=1.CO.[OH-].[Li+].Cl. (7) Given the product [Cl:17][C@@H:5]1[C@H:6]([OH:11])[C@@H:7]([CH2:9][OH:10])[O:8][C@H:4]1[N:3]1[CH:2]=[CH:1][C:15](=[O:16])[NH:14][C:13]1=[O:12], predict the reactants needed to synthesize it. The reactants are: [CH:1]1[C:15](=[O:16])[N:14]=[C:13]2[N:3]([CH:4]3[O:8][CH:7]([CH2:9][OH:10])[CH:6]([OH:11])[CH:5]3[O:12]2)[CH:2]=1.[ClH:17]. (8) Given the product [F:88][C:89]([F:94])([F:93])[C:90]([OH:92])=[O:91].[C:6]([S:9][CH:10]1[CH2:15][CH2:14][NH:13][CH2:12]/[C:11]/1=[CH:35]\[C:36]1[CH:37]=[N:38][N:39]([CH2:41][C:42]([O:44][CH2:45][CH3:46])=[O:43])[CH:40]=1)(=[O:8])[CH3:7], predict the reactants needed to synthesize it. The reactants are: C([O-])(=S)C.[K+].[C:6]([S:9][CH:10]1[CH2:15][CH2:14][N:13](C(C2C=CC=CC=2)(C2C=CC=CC=2)C2C=CC=CC=2)[CH2:12]/[C:11]/1=[CH:35]\[C:36]1[CH:37]=[N:38][N:39]([CH2:41][C:42]([O:44][CH2:45][CH3:46])=[O:43])[CH:40]=1)(=[O:8])[CH3:7].C(SC(C1C=NN(CC(OCC)=O)C=1)C1CN(C(C2C=CC=CC=2)(C2C=CC=CC=2)C2C=CC=CC=2)CCC=1)(=O)C.[F:88][C:89]([F:94])([F:93])[C:90]([OH:92])=[O:91].